Dataset: NCI-60 drug combinations with 297,098 pairs across 59 cell lines. Task: Regression. Given two drug SMILES strings and cell line genomic features, predict the synergy score measuring deviation from expected non-interaction effect. Cell line: PC-3. Synergy scores: CSS=12.8, Synergy_ZIP=-7.23, Synergy_Bliss=-10.4, Synergy_Loewe=-6.94, Synergy_HSA=-8.13. Drug 2: CC1=C(C=C(C=C1)C(=O)NC2=CC(=CC(=C2)C(F)(F)F)N3C=C(N=C3)C)NC4=NC=CC(=N4)C5=CN=CC=C5. Drug 1: C1=CC(=CC=C1CCCC(=O)O)N(CCCl)CCCl.